This data is from Reaction yield outcomes from USPTO patents with 853,638 reactions. The task is: Predict the reaction yield, written as a fraction of the theoretical maximum amount of product (1.0 means a 100% yield; for example, 0.34 means a 34% yield). (1) The reactants are FC(F)(F)C(O)=O.[C:8]1([C:14]2[CH:19]=[C:18]([CH:20]3[CH2:25][CH2:24][NH:23][CH2:22][CH2:21]3)[CH:17]=[CH:16][C:15]=2[NH:26][C:27]([C:29]2[NH:30][CH:31]=[C:32]([C:34]#[N:35])[N:33]=2)=[O:28])[CH2:13][CH2:12][CH2:11][CH2:10][CH:9]=1.CCN(CC)CC.C[Si]([N:47]=[C:48]=[O:49])(C)C. The catalyst is C(Cl)Cl. The product is [C:34]([C:32]1[N:33]=[C:29]([C:27]([NH:26][C:15]2[CH:16]=[CH:17][C:18]([CH:20]3[CH2:21][CH2:22][N:23]([C:48]([NH2:47])=[O:49])[CH2:24][CH2:25]3)=[CH:19][C:14]=2[C:8]2[CH2:13][CH2:12][CH2:11][CH2:10][CH:9]=2)=[O:28])[NH:30][CH:31]=1)#[N:35]. The yield is 0.700. (2) The catalyst is O1CCCC1. The reactants are Cl.[NH2:2][OH:3].C([O-])(O)=O.[Na+].[CH3:9][O:10][C:11]1[CH:12]=[C:13]([NH:17][S:18]([C:21]2[CH:22]=[C:23]([CH:27]=[CH:28][C:29](Cl)=[O:30])[CH:24]=[CH:25][CH:26]=2)(=[O:20])=[O:19])[CH:14]=[CH:15][CH:16]=1. The yield is 0.390. The product is [OH:3][NH:2][C:29](=[O:30])[CH:28]=[CH:27][C:23]1[CH:24]=[CH:25][CH:26]=[C:21]([S:18](=[O:20])(=[O:19])[NH:17][C:13]2[CH:14]=[CH:15][CH:16]=[C:11]([O:10][CH3:9])[CH:12]=2)[CH:22]=1. (3) The reactants are [CH:1]1([C:7]2[CH:21]=[CH:20][C:10]([O:11][C:12]3[CH:13]=[C:14]([CH:17]=[CH:18][CH:19]=3)[C:15]#[N:16])=[CH:9][CH:8]=2)[CH2:6][CH2:5][CH2:4][CH2:3][CH2:2]1.[H-].[H-].[H-].[H-].[Li+].[Al+3].[NH4+].[Cl-]. The catalyst is C(OCC)C.C1COCC1. The product is [CH:1]1([C:7]2[CH:21]=[CH:20][C:10]([O:11][C:12]3[CH:13]=[C:14]([CH:17]=[CH:18][CH:19]=3)[CH2:15][NH2:16])=[CH:9][CH:8]=2)[CH2:2][CH2:3][CH2:4][CH2:5][CH2:6]1. The yield is 0.840.